Dataset: Forward reaction prediction with 1.9M reactions from USPTO patents (1976-2016). Task: Predict the product of the given reaction. (1) Given the reactants Cl[C:2]1[CH:7]=[CH:6][N:5]=[C:4]2[CH:8]=[C:9]([C:11]3[CH:16]=[CH:15][CH:14]=[C:13]([O:17][CH3:18])[CH:12]=3)[O:10][C:3]=12.[CH3:19][C:20]1[C:28]([NH2:29])=[CH:27][CH:26]=[C:25]2[C:21]=1[CH:22]=[CH:23][NH:24]2, predict the reaction product. The product is: [CH3:18][O:17][C:13]1[CH:12]=[C:11]([C:9]2[O:10][C:3]3[C:4](=[N:5][CH:6]=[CH:7][C:2]=3[NH:29][C:28]3[C:20]([CH3:19])=[C:21]4[C:25](=[CH:26][CH:27]=3)[NH:24][CH:23]=[CH:22]4)[CH:8]=2)[CH:16]=[CH:15][CH:14]=1. (2) The product is: [C:9]([C:11]1[N:16]=[C:15]([C:17]([OH:19])=[O:18])[CH:14]=[CH:13][CH:12]=1)(=[O:8])[NH2:26]. Given the reactants C([O:8][C:9]([C:11]1[N:16]=[C:15]([C:17]([OH:19])=[O:18])[CH:14]=[CH:13][CH:12]=1)=O)C1C=CC=CC=1.C(Cl)(Cl)Cl.CO.[NH4+:26].[OH-], predict the reaction product. (3) Given the reactants [CH:1]([C:3]1[NH:4][C:5]([CH3:11])=[CH:6][C:7]=1[C:8]([OH:10])=O)=[O:2].[CH3:12][N:13]([CH3:19])[C@H:14]1[CH2:18][CH2:17][NH:16][CH2:15]1, predict the reaction product. The product is: [CH3:12][N:13]([CH3:19])[C@H:14]1[CH2:18][CH2:17][N:16]([C:8]([C:7]2[CH:6]=[C:5]([CH3:11])[NH:4][C:3]=2[CH:1]=[O:2])=[O:10])[CH2:15]1. (4) Given the reactants C([O:8][N:9]1[C:14]2[N:15]=[CH:16][N:17]=[CH:18][C:13]=2[C:12]([NH:19][CH2:20][C:21]2[CH:26]=[CH:25][C:24]([N:27]([CH3:29])[CH3:28])=[CH:23][CH:22]=2)=[CH:11][C:10]1=[O:30])C1C=CC=CC=1.CO.[H][H], predict the reaction product. The product is: [CH3:28][N:27]([CH3:29])[C:24]1[CH:23]=[CH:22][C:21]([CH2:20][NH:19][C:12]2[C:13]3[CH:18]=[N:17][CH:16]=[N:15][C:14]=3[N:9]([OH:8])[C:10](=[O:30])[CH:11]=2)=[CH:26][CH:25]=1.